From a dataset of Reaction yield outcomes from USPTO patents with 853,638 reactions. Predict the reaction yield, written as a fraction of the theoretical maximum amount of product (1.0 means a 100% yield; for example, 0.34 means a 34% yield). (1) The reactants are [CH3:1][C@H:2]([NH:7][C:8]([C:10]1[C:18]2[C:13](=[N:14][CH:15]=[C:16]([C:19]3[CH:20]=[N:21][N:22]([CH3:24])[CH:23]=3)[N:17]=2)[N:12](COCC[Si](C)(C)C)[CH:11]=1)=[O:9])[C:3]([CH3:6])([CH3:5])[CH3:4].FC(F)(F)C(O)=O.C([O-])(=O)C.[Na+].O. The product is [CH3:1][C@H:2]([NH:7][C:8]([C:10]1[C:18]2[C:13](=[N:14][CH:15]=[C:16]([C:19]3[CH:20]=[N:21][N:22]([CH3:24])[CH:23]=3)[N:17]=2)[NH:12][CH:11]=1)=[O:9])[C:3]([CH3:6])([CH3:5])[CH3:4]. The yield is 0.570. The catalyst is ClCCl.C(OCC)(=O)C. (2) The reactants are [F:1][C@@H:2]1[CH2:6][CH2:5][N:4]([C:7]2[C:12]([CH2:13]O)=[CH:11][CH:10]=[CH:9][N:8]=2)[CH2:3]1.O=S(Cl)[Cl:17]. The catalyst is ClCCl. The product is [Cl:17][CH2:13][C:12]1[C:7]([N:4]2[CH2:5][CH2:6][C@@H:2]([F:1])[CH2:3]2)=[N:8][CH:9]=[CH:10][CH:11]=1. The yield is 0.920. (3) The reactants are [OH:1][CH2:2][CH:3]1[CH2:7][CH2:6][N:5]([C:8]2[CH:13]=[CH:12][CH:11]=[C:10]([C:14]([F:17])([F:16])[F:15])[CH:9]=2)[C:4]1=[O:18].C(N(CC)CC)C.[CH3:26][S:27](Cl)(=[O:29])=[O:28].C([O-])(O)=O.[Na+]. The catalyst is ClCCl. The product is [O:18]=[C:4]1[CH:3]([CH2:2][O:1][S:27]([CH3:26])(=[O:29])=[O:28])[CH2:7][CH2:6][N:5]1[C:8]1[CH:13]=[CH:12][CH:11]=[C:10]([C:14]([F:15])([F:16])[F:17])[CH:9]=1. The yield is 1.00.